Dataset: Full USPTO retrosynthesis dataset with 1.9M reactions from patents (1976-2016). Task: Predict the reactants needed to synthesize the given product. (1) The reactants are: C(=O)([O-])[O-].[Na+].[Na+].Cl[C:8]1[N:13]=[CH:12][C:11]([C:14]2([C:17]([O:19][CH2:20][CH3:21])=[O:18])[CH2:16][CH2:15]2)=[CH:10][CH:9]=1.[C:22]1(B(O)O)[CH:27]=[CH:26][CH:25]=[CH:24][CH:23]=1.C(OCC)(=O)C. Given the product [C:22]1([C:8]2[N:13]=[CH:12][C:11]([C:14]3([C:17]([O:19][CH2:20][CH3:21])=[O:18])[CH2:16][CH2:15]3)=[CH:10][CH:9]=2)[CH:27]=[CH:26][CH:25]=[CH:24][CH:23]=1, predict the reactants needed to synthesize it. (2) Given the product [Cl:11][C:12]1[N:17]=[C:16]([NH:2][C@@H:3]2[CH2:4][CH2:5][C@@H:6]([CH3:10])[C@H:7]([OH:9])[CH2:8]2)[C:15]([C:19]([NH2:21])=[O:20])=[CH:14][N:13]=1, predict the reactants needed to synthesize it. The reactants are: Cl.[NH2:2][C@H:3]1[CH2:8][C@@H:7]([OH:9])[C@H:6]([CH3:10])[CH2:5][CH2:4]1.[Cl:11][C:12]1[N:17]=[C:16](Cl)[C:15]([C:19]([NH2:21])=[O:20])=[CH:14][N:13]=1.C([O-])([O-])=O.[K+].[K+].C1COCC1. (3) Given the product [Br:1][C:2]1[N:3]=[C:4]([NH:17][CH2:16][CH:13]2[CH2:14][CH2:15][O:10][CH2:11][CH2:12]2)[CH:5]=[CH:6][CH:7]=1, predict the reactants needed to synthesize it. The reactants are: [Br:1][C:2]1[CH:7]=[CH:6][CH:5]=[C:4](F)[N:3]=1.Cl.[O:10]1[CH2:15][CH2:14][CH:13]([CH2:16][NH2:17])[CH2:12][CH2:11]1.CCN(CC)CC. (4) Given the product [CH3:1][C:2]1([C:18]([OH:20])=[O:19])[NH:7][C:6]2[CH:8]=[C:9]([C:11]3[CH:12]=[CH:13][N:14]=[CH:15][CH:16]=3)[S:10][C:5]=2[C:4](=[O:17])[NH:3]1, predict the reactants needed to synthesize it. The reactants are: [CH3:1][C:2]1([C:18]([O:20]C)=[O:19])[NH:7][C:6]2[CH:8]=[C:9]([C:11]3[CH:16]=[CH:15][N:14]=[CH:13][CH:12]=3)[S:10][C:5]=2[C:4](=[O:17])[NH:3]1.[OH-].[Na+].C(#N)C.CO. (5) Given the product [Cl:8][C:6]1[N:5]=[CH:4][N:3]=[C:2]([NH:23][N:22]=[C:9]([C:10]2[CH:15]=[CH:14][CH:13]=[CH:12][CH:11]=2)[C:16]2[CH:21]=[CH:20][CH:19]=[CH:18][CH:17]=2)[CH:7]=1, predict the reactants needed to synthesize it. The reactants are: Cl[C:2]1[CH:7]=[C:6]([Cl:8])[N:5]=[CH:4][N:3]=1.[C:9](=[N:22][NH2:23])([C:16]1[CH:21]=[CH:20][CH:19]=[CH:18][CH:17]=1)[C:10]1[CH:15]=[CH:14][CH:13]=[CH:12][CH:11]=1.CC(C)([O-])C.[Na+].C1(B(O)O)C=CC=CC=1.C1(P(C2C=CC=CC=2)C2C=CC3C(=CC=CC=3)C=2C2C3C(=CC=CC=3)C=CC=2P(C2C=CC=CC=2)C2C=CC=CC=2)C=CC=CC=1. (6) Given the product [CH3:17][N:10]1[CH2:9][CH2:8][C:7]([C:1]2[CH:2]=[CH:3][CH:4]=[CH:5][CH:6]=2)([C:13]#[N:14])[CH2:12][CH2:11]1, predict the reactants needed to synthesize it. The reactants are: [C:1]1([C:7]2([C:13]#[N:14])[CH2:12][CH2:11][NH:10][CH2:9][CH2:8]2)[CH:6]=[CH:5][CH:4]=[CH:3][CH:2]=1.C=O.[C:17](O)(=O)C.C(O[BH-](OC(=O)C)OC(=O)C)(=O)C.[Na+]. (7) Given the product [Cl:1][C:2]1[C:33]([CH3:34])=[CH:32][C:5]([O:6][CH2:7][CH2:8][CH2:9][C:10]2[C:18]3[C:13](=[C:14]([C:19]4[C:23]([CH3:24])=[N:22][N:21]([CH2:36][CH3:37])[C:20]=4[CH3:25])[CH:15]=[CH:16][CH:17]=3)[N:12]([CH2:26][CH2:27][C:28]([OH:30])=[O:29])[C:11]=2[CH3:31])=[CH:4][C:3]=1[CH3:35], predict the reactants needed to synthesize it. The reactants are: [Cl:1][C:2]1[C:33]([CH3:34])=[CH:32][C:5]([O:6][CH2:7][CH2:8][CH2:9][C:10]2[C:18]3[C:13](=[C:14]([C:19]4[C:20]([CH3:25])=[N:21][NH:22][C:23]=4[CH3:24])[CH:15]=[CH:16][CH:17]=3)[N:12]([CH2:26][CH2:27][C:28]([OH:30])=[O:29])[C:11]=2[CH3:31])=[CH:4][C:3]=1[CH3:35].[CH2:36](I)[CH3:37].